Dataset: Forward reaction prediction with 1.9M reactions from USPTO patents (1976-2016). Task: Predict the product of the given reaction. (1) Given the reactants [Cl:1][C:2]1[CH:3]=[C:4]([C:9]2[CH:14]=[CH:13][C:12]([O:15][C:16]3[CH:21]=[CH:20][C:19]([O:22][C:23]([F:26])([F:25])[F:24])=[CH:18][CH:17]=3)=[C:11]([CH2:27][CH2:28][C:29]3[CH:42]=[CH:41][C:32]([C:33]([NH:35][CH2:36][CH2:37][C:38]([OH:40])=[O:39])=[O:34])=[CH:31][CH:30]=3)[CH:10]=2)[CH:5]=[CH:6][C:7]=1[Cl:8].FC(F)(F)O[C:46]1[CH:51]=[CH:50]C(B(O)O)=CC=1.[CH2:57](N(CC)CC)C, predict the reaction product. The product is: [Cl:1][C:2]1[CH:3]=[C:4]([C:9]2[CH:14]=[CH:13][C:12]([O:15][C:16]3[CH:17]=[CH:18][C:19]([O:22][C:23]([F:26])([F:25])[F:24])=[CH:20][CH:21]=3)=[C:11]([CH2:27][CH2:28][C:29]3[CH:30]=[CH:31][C:32]([C:33]([NH:35][CH2:36][CH2:37][C:38]([O:40][C:51]([CH3:50])([CH3:46])[CH3:57])=[O:39])=[O:34])=[CH:41][CH:42]=3)[CH:10]=2)[CH:5]=[CH:6][C:7]=1[Cl:8]. (2) Given the reactants [S:1]1[C:5]2[CH:6]=[CH:7][CH:8]=[CH:9][C:4]=2[N:3]=[C:2]1[C:10]1[CH:24]=[CH:23][CH:22]=[CH:21][C:11]=1[O:12][C:13]1[N:18]=[CH:17][C:16]([NH2:19])=[CH:15][C:14]=1[Cl:20].[Cl:25][C:26]1[CH:31]=[C:30]([Cl:32])[CH:29]=[CH:28][C:27]=1[S:33](Cl)(=[O:35])=[O:34], predict the reaction product. The product is: [S:1]1[C:5]2[CH:6]=[CH:7][CH:8]=[CH:9][C:4]=2[N:3]=[C:2]1[C:10]1[CH:24]=[CH:23][CH:22]=[CH:21][C:11]=1[O:12][C:13]1[N:18]=[CH:17][C:16]([NH:19][S:33]([C:27]2[CH:28]=[CH:29][C:30]([Cl:32])=[CH:31][C:26]=2[Cl:25])(=[O:35])=[O:34])=[CH:15][C:14]=1[Cl:20]. (3) The product is: [CH:1]([C:4]1[CH:12]=[CH:11][C:7]([C:8]2[O:9][CH:14]=[C:15]([C:17]3[CH:18]=[C:19]([CH:24]=[CH:25][CH:26]=3)[C:20]([O:22][CH3:23])=[O:21])[N:10]=2)=[CH:6][CH:5]=1)([CH3:3])[CH3:2]. Given the reactants [CH:1]([C:4]1[CH:12]=[CH:11][C:7]([C:8]([NH2:10])=[O:9])=[CH:6][CH:5]=1)([CH3:3])[CH3:2].Br[CH2:14][C:15]([C:17]1[CH:18]=[C:19]([CH:24]=[CH:25][CH:26]=1)[C:20]([O:22][CH3:23])=[O:21])=O.O, predict the reaction product. (4) Given the reactants [CH:1]1([NH2:4])[CH2:3][CH2:2]1.I[CH2:6][CH2:7][CH2:8][O:9][C:10]1[CH:15]=[CH:14][C:13]([C:16]2[CH:21]=[CH:20][C:19]([C:22]([O:24][CH2:25][CH3:26])=[O:23])=[CH:18][CH:17]=2)=[CH:12][C:11]=1[C:27]1[CH:36]=[CH:35][C:34]2[C:33]([CH3:38])([CH3:37])[CH2:32][CH2:31][C:30]([CH3:40])([CH3:39])[C:29]=2[CH:28]=1, predict the reaction product. The product is: [CH:1]1([NH:4][CH2:6][CH2:7][CH2:8][O:9][C:10]2[CH:15]=[CH:14][C:13]([C:16]3[CH:17]=[CH:18][C:19]([C:22]([O:24][CH2:25][CH3:26])=[O:23])=[CH:20][CH:21]=3)=[CH:12][C:11]=2[C:27]2[CH:36]=[CH:35][C:34]3[C:33]([CH3:38])([CH3:37])[CH2:32][CH2:31][C:30]([CH3:40])([CH3:39])[C:29]=3[CH:28]=2)[CH2:3][CH2:2]1. (5) The product is: [F:9][C:10]1[C:15]([C:2]2[CH:7]=[CH:6][N:5]=[C:4]([CH3:8])[CH:3]=2)=[CH:14][CH:13]=[CH:12][N:11]=1. Given the reactants Br[C:2]1[CH:7]=[CH:6][N:5]=[C:4]([CH3:8])[CH:3]=1.[F:9][C:10]1[C:15](B(O)O)=[CH:14][CH:13]=[CH:12][N:11]=1.C(=O)([O-])[O-].[Na+].[Na+], predict the reaction product. (6) Given the reactants C[O:2][C:3](=[O:26])[CH:4]([NH:12][C:13]([C:15]1[S:16][CH:17]=[C:18]([C:20]2[CH:25]=[CH:24][CH:23]=[CH:22][CH:21]=2)[N:19]=1)=[O:14])[CH2:5][C:6]1[CH:11]=[CH:10][CH:9]=[CH:8][CH:7]=1.[OH-].[K+], predict the reaction product. The product is: [C:6]1([CH2:5][CH:4]([NH:12][C:13]([C:15]2[S:16][CH:17]=[C:18]([C:20]3[CH:25]=[CH:24][CH:23]=[CH:22][CH:21]=3)[N:19]=2)=[O:14])[C:3]([OH:26])=[O:2])[CH:11]=[CH:10][CH:9]=[CH:8][CH:7]=1.